This data is from Reaction yield outcomes from USPTO patents with 853,638 reactions. The task is: Predict the reaction yield, written as a fraction of the theoretical maximum amount of product (1.0 means a 100% yield; for example, 0.34 means a 34% yield). (1) The reactants are [Cl:1][C:2]1[CH:10]=[CH:9][CH:8]=[C:7]2[C:3]=1[C:4]([C:22](=[O:34])[NH:23][CH2:24][C:25]1([OH:33])[CH2:30][CH2:29][C:28]([F:32])([F:31])[CH2:27][CH2:26]1)=[CH:5][N:6]2[CH:11]1[CH2:14][N:13](C(OC(C)(C)C)=O)[CH2:12]1.C(O)(C(F)(F)F)=O. The catalyst is C(Cl)Cl. The product is [NH:13]1[CH2:14][CH:11]([N:6]2[C:7]3[C:3](=[C:2]([Cl:1])[CH:10]=[CH:9][CH:8]=3)[C:4]([C:22]([NH:23][CH2:24][C:25]3([OH:33])[CH2:30][CH2:29][C:28]([F:31])([F:32])[CH2:27][CH2:26]3)=[O:34])=[CH:5]2)[CH2:12]1. The yield is 0.950. (2) The reactants are [CH3:1][O:2][C:3]1[CH:8]=[CH:7][C:6]([N+:9]([O-:11])=[O:10])=[CH:5][C:4]=1[C:12]1[CH:13]=[C:14]([CH:17]=O)[O:15][CH:16]=1.[CH3:19][N:20]1[CH2:25][CH2:24][NH:23][CH2:22][CH2:21]1.C(O[BH-](OC(=O)C)OC(=O)C)(=O)C.[Na+]. The catalyst is ClCCl.CN1CCCC1=O.C(O)(=O)C. The product is [CH3:1][O:2][C:3]1[CH:8]=[CH:7][C:6]([N+:9]([O-:11])=[O:10])=[CH:5][C:4]=1[C:12]1[CH:13]=[C:14]([CH2:17][N:23]2[CH2:24][CH2:25][N:20]([CH3:19])[CH2:21][CH2:22]2)[O:15][CH:16]=1. The yield is 0.180. (3) The reactants are [C:1]([O:5][C:6]([N:8]1[CH2:13][CH2:12][CH:11]([C:14]([OH:16])=O)[CH2:10][CH2:9]1)=[O:7])([CH3:4])([CH3:3])[CH3:2].CN1CCOCC1.ClC(OCC(C)C)=O.Cl.[NH2:33][CH2:34][C:35]([C:37]1[CH:42]=[CH:41][C:40]([F:43])=[C:39]([C:44]([F:47])([F:46])[F:45])[CH:38]=1)=[O:36]. The catalyst is C1COCC1. The product is [C:1]([O:5][C:6]([N:8]1[CH2:9][CH2:10][CH:11]([C:14](=[O:16])[NH:33][CH2:34][C:35]([C:37]2[CH:42]=[CH:41][C:40]([F:43])=[C:39]([C:44]([F:47])([F:45])[F:46])[CH:38]=2)=[O:36])[CH2:12][CH2:13]1)=[O:7])([CH3:2])([CH3:3])[CH3:4]. The yield is 0.708. (4) The reactants are Br[C:2]1[CH:3]=[C:4]2[C:9](=[CH:10][CH:11]=1)[N:8]=[CH:7][C:6]([C:12](=[O:14])[CH3:13])=[C:5]2[NH:15][C:16]1[CH:17]=[N:18][N:19]([CH:21]2[CH2:25][CH2:24][N:23]([CH3:26])[CH2:22]2)[CH:20]=1.[Cl:27][C:28]1[CH:33]=[C:32](B2OC(C)(C)C(C)(C)O2)[CH:31]=[C:30]([Cl:43])[C:29]=1[OH:44].C([O-])([O-])=O.[Cs+].[Cs+].[ClH:51]. The catalyst is O1CCOCC1.C1C=CC(P(C2C=CC=CC=2)[C-]2C=CC=C2)=CC=1.C1C=CC(P(C2C=CC=CC=2)[C-]2C=CC=C2)=CC=1.Cl[Pd]Cl.[Fe+2]. The product is [ClH:27].[ClH:51].[Cl:27][C:28]1[CH:33]=[C:32]([C:2]2[CH:3]=[C:4]3[C:9](=[CH:10][CH:11]=2)[N:8]=[CH:7][C:6]([C:12](=[O:14])[CH3:13])=[C:5]3[NH:15][C:16]2[CH:17]=[N:18][N:19]([CH:21]3[CH2:25][CH2:24][N:23]([CH3:26])[CH2:22]3)[CH:20]=2)[CH:31]=[C:30]([Cl:43])[C:29]=1[OH:44]. The yield is 0.600. (5) The reactants are [Cl:1][C:2]1[N:7]2[N:8]=[C:9]([C:11]([F:14])([F:13])[F:12])[CH:10]=[C:6]2[N:5]=[C:4]([NH2:15])[CH:3]=1.[Cl-].[CH3:17][O:18][C:19](=[O:29])[C:20]1[CH:28]=[CH:27][C:23]([C:24](O)=[O:25])=[CH:22][CH:21]=1. The catalyst is N1C=CC=CC=1.CN(C)C1C=CN=CC=1. The product is [Cl:1][C:2]1[N:7]2[N:8]=[C:9]([C:11]([F:12])([F:13])[F:14])[CH:10]=[C:6]2[N:5]=[C:4]([NH:15][C:24]([C:23]2[CH:27]=[CH:28][C:20]([C:19]([O:18][CH3:17])=[O:29])=[CH:21][CH:22]=2)=[O:25])[CH:3]=1. The yield is 0.100. (6) The reactants are C(N(CC)CC)C.[Cl:8][C:9]1[CH:21]=[CH:20][CH:19]=[C:18]([Cl:22])[C:10]=1[O:11][CH2:12][CH2:13][NH:14][CH:15]1[CH2:17][CH2:16]1.[F:23][CH:24]([F:35])[C:25]1[C:29]([C:30](Cl)=[O:31])=[C:28]([F:33])[N:27]([CH3:34])[N:26]=1.O. The catalyst is ClCCl. The product is [CH:15]1([N:14]([CH2:13][CH2:12][O:11][C:10]2[C:9]([Cl:8])=[CH:21][CH:20]=[CH:19][C:18]=2[Cl:22])[C:30]([C:29]2[C:25]([CH:24]([F:35])[F:23])=[N:26][N:27]([CH3:34])[C:28]=2[F:33])=[O:31])[CH2:16][CH2:17]1. The yield is 0.640. (7) The reactants are [Br:1][C:2]1[CH:3]=[C:4]2[C:9](=[CH:10][CH:11]=1)[C:8](O)=[CH:7][CH:6]=[CH:5]2.[N:13]1[CH:18]=[CH:17][CH:16]=[CH:15][C:14]=1[CH2:19][OH:20].C1(P(C2C=CC=CC=2)C2C=CC=CC=2)C=CC=CC=1.N(C(OC(C)C)=O)=NC(OC(C)C)=O. The catalyst is C1COCC1. The product is [Br:1][C:2]1[CH:3]=[C:4]2[C:9](=[CH:10][CH:11]=1)[CH:8]=[C:7]([O:20][CH2:19][C:14]1[CH:15]=[CH:16][CH:17]=[CH:18][N:13]=1)[CH:6]=[CH:5]2. The yield is 1.00. (8) The reactants are [OH:1][OH:2].S(=O)(=O)(O)O.[CH3:8][C:9](O)([CH2:11][CH2:12][C:13]([CH3:16])([OH:15])[CH3:14])[CH3:10]. The catalyst is O. The product is [CH3:14][C:13]([O:15][O:15][C:13]([CH3:16])([CH3:14])[CH3:12])([CH2:12][CH2:11][C:9]([CH3:10])([O:1][O:2][C:9]([CH3:11])([CH3:10])[CH3:8])[CH3:8])[CH3:16]. The yield is 0.900. (9) The reactants are [N:1]1([C:6]2[N:7]=[C:8]([C:16]3[CH:21]=[CH:20][C:19]([CH3:22])=[CH:18][CH:17]=3)[C:9]3[CH2:15][NH:14][CH2:13][CH2:12][C:10]=3[N:11]=2)[CH2:5][CH2:4][CH2:3][CH2:2]1.C=O.[BH-](OC(C)=O)(OC(C)=O)O[C:27](C)=O.[Na+]. The catalyst is CO.[OH-].[Na+]. The product is [CH3:27][N:14]1[CH2:13][CH2:12][C:10]2[N:11]=[C:6]([N:1]3[CH2:2][CH2:3][CH2:4][CH2:5]3)[N:7]=[C:8]([C:16]3[CH:17]=[CH:18][C:19]([CH3:22])=[CH:20][CH:21]=3)[C:9]=2[CH2:15]1. The yield is 0.910. (10) The reactants are [C:1]([C:3]1[N:4]=[CH:5][C:6]([NH2:9])=[N:7][CH:8]=1)#[CH:2].C(N(CC)CC)C. The catalyst is C(OCC)(=O)C.[OH-].[OH-].[Pd+2]. The product is [NH2:9][C:6]1[CH:5]=[N:4][C:3]([CH2:1][CH3:2])=[CH:8][N:7]=1. The yield is 0.840.